This data is from Reaction yield outcomes from USPTO patents with 853,638 reactions. The task is: Predict the reaction yield, written as a fraction of the theoretical maximum amount of product (1.0 means a 100% yield; for example, 0.34 means a 34% yield). (1) The reactants are [Br:1][C:2]1[CH:3]=[C:4]([NH:10][C:11]2[CH:15]=[C:14]([CH3:16])[NH:13][N:12]=2)[C:5](=[O:9])[N:6]([CH3:8])[CH:7]=1.[H-].[Na+].Br[CH2:20][CH2:21][O:22][Si:23]([C:26]([CH3:29])([CH3:28])[CH3:27])([CH3:25])[CH3:24].O. The catalyst is CN(C=O)C. The product is [Br:1][C:2]1[CH:3]=[C:4]([NH:10][C:11]2[CH:15]=[C:14]([CH3:16])[N:13]([CH2:20][CH2:21][O:22][Si:23]([C:26]([CH3:29])([CH3:28])[CH3:27])([CH3:25])[CH3:24])[N:12]=2)[C:5](=[O:9])[N:6]([CH3:8])[CH:7]=1. The yield is 0.350. (2) The reactants are [C:1]1([CH2:7][NH:8][CH:9]2[CH2:14][CH2:13][CH2:12][NH:11][CH2:10]2)[CH:6]=[CH:5][CH:4]=[CH:3][CH:2]=1.[O:15]=[C:16](Cl)OC(Cl)(Cl)Cl. The catalyst is C1(C)C=CC=CC=1. The product is [C:1]1([CH2:7][N:8]2[C:16](=[O:15])[N:11]3[CH2:10][CH:9]2[CH2:14][CH2:13][CH2:12]3)[CH:2]=[CH:3][CH:4]=[CH:5][CH:6]=1. The yield is 0.300. (3) The product is [F:8][C:6]1[CH:5]=[C:4]([CH2:9][C:10]([C:25]2[CH:26]=[C:21]([O:20][CH3:19])[CH:22]=[CH:23][C:24]=2[O:27][CH3:28])=[O:12])[CH:3]=[C:2]([F:1])[CH:7]=1. The yield is 0.590. The catalyst is C(Cl)Cl. The reactants are [F:1][C:2]1[CH:3]=[C:4]([CH2:9][C:10]([OH:12])=O)[CH:5]=[C:6]([F:8])[CH:7]=1.C(Cl)(=O)C(Cl)=O.[CH3:19][O:20][C:21]1[CH:26]=[CH:25][C:24]([O:27][CH3:28])=[CH:23][CH:22]=1.[Cl-].[Al+3].[Cl-].[Cl-]. (4) The reactants are [Cl:1][C:2]1[CH:18]=[CH:17][C:5]([O:6][C:7]2[CH:12]=[CH:11][C:10]([C:13](=[N:15]O)[CH3:14])=[CH:9][CH:8]=2)=[C:4]([F:19])[CH:3]=1.N.[H][H]. The catalyst is CO.[Ni]. The product is [Cl:1][C:2]1[CH:18]=[CH:17][C:5]([O:6][C:7]2[CH:8]=[CH:9][C:10]([CH:13]([NH2:15])[CH3:14])=[CH:11][CH:12]=2)=[C:4]([F:19])[CH:3]=1. The yield is 0.890. (5) The reactants are C(NC(C)C)(C)C.C([Li])CCC.[F:13][C:14]([F:27])([F:26])[S:15][C:16]1[CH:21]=[CH:20][C:19]([CH2:22][C:23]([OH:25])=[O:24])=[CH:18][CH:17]=1.I[CH2:29][CH:30]1[CH2:34][CH2:33][CH2:32][CH2:31]1. The catalyst is O1CCCC1.CN1CCCN(C)C1=O. The product is [CH:30]1([CH2:29][CH:22]([C:19]2[CH:18]=[CH:17][C:16]([S:15][C:14]([F:26])([F:13])[F:27])=[CH:21][CH:20]=2)[C:23]([OH:25])=[O:24])[CH2:34][CH2:33][CH2:32][CH2:31]1. The yield is 0.580. (6) The reactants are [CH3:1][C@@:2]12[C:10](=[O:11])[CH2:9][CH2:8][C@H:7]1[C@@H:6]1[C:12]([CH:14]=[C:15]3[CH2:20][C@@H:19](O)[CH2:18][CH2:17][C@:16]3([CH3:22])[C@H:5]1[CH2:4][CH2:3]2)=[O:13].[CH2:23]([O:26][C:27](Cl)=[O:28])[CH:24]=[CH2:25]. The catalyst is O1CCCC1.N1C=CC=CC=1. The product is [C:27]([C@H:19]1[CH2:18][CH2:17][C@@:16]2([CH3:22])[C:15](=[CH:14][C:12](=[O:13])[C@@H:6]3[C@@H:5]2[CH2:4][CH2:3][C@@:2]2([CH3:1])[C@H:7]3[CH2:8][CH2:9][C:10]2=[O:11])[CH2:20]1)([O:26][CH2:23][CH:24]=[CH2:25])=[O:28]. The yield is 0.780.